From a dataset of Catalyst prediction with 721,799 reactions and 888 catalyst types from USPTO. Predict which catalyst facilitates the given reaction. Reactant: [Cl-].[Al+3].[Cl-].[Cl-].[F:5][C:6]1[CH:15]=[CH:14][C:13]([O:16][CH2:17][CH2:18][CH3:19])=[C:12]2[C:7]=1[C:8](=[O:32])[C:9]([C:20]1[CH:25]=[CH:24][C:23]([O:26]C(C)C)=[CH:22][C:21]=1[O:30][CH3:31])=[CH:10][NH:11]2.O. Product: [F:5][C:6]1[CH:15]=[CH:14][C:13]([O:16][CH2:17][CH2:18][CH3:19])=[C:12]2[C:7]=1[C:8](=[O:32])[C:9]([C:20]1[CH:25]=[CH:24][C:23]([OH:26])=[CH:22][C:21]=1[O:30][CH3:31])=[CH:10][NH:11]2. The catalyst class is: 4.